Dataset: Full USPTO retrosynthesis dataset with 1.9M reactions from patents (1976-2016). Task: Predict the reactants needed to synthesize the given product. The reactants are: [CH3:1][O:2][C:3](=[O:29])[O:4][C:5]1[CH:10]=[C:9]([CH2:11][C@H:12]([NH:16]C(OC(C)(C)C)=O)[C:13](=[O:15])[NH2:14])[CH:8]=[CH:7][C:6]=1[O:24][C:25]([O:27][CH3:28])=[O:26].[ClH:30].O1CCOCC1. Given the product [Cl-:30].[CH3:1][O:2][C:3]([O:4][C:5]1[CH:10]=[C:9]([CH2:11][C@H:12]([NH3+:16])[C:13](=[O:15])[NH2:14])[CH:8]=[CH:7][C:6]=1[O:24][C:25]([O:27][CH3:28])=[O:26])=[O:29], predict the reactants needed to synthesize it.